Task: Predict which catalyst facilitates the given reaction.. Dataset: Catalyst prediction with 721,799 reactions and 888 catalyst types from USPTO (1) Reactant: [Na+].[C:2]([C:4]1[CH:5]=[C:6]([C:14]2[O:18][N:17]=[C:16]([C:19]3[CH:35]=[CH:34][C:22]4[CH2:23][CH2:24][N:25]([CH2:28][CH2:29][CH2:30]C([O-])=O)[CH2:26][CH2:27][C:21]=4[CH:20]=3)[N:15]=2)[CH:7]=[CH:8][C:9]=1[O:10][CH:11]([CH3:13])[CH3:12])#[N:3].C1(P(N=[N+]=[N-])(C2C=CC=CC=2)=[O:43])C=CC=CC=1.C([N:55]([CH2:58]C)CC)C.[C:60]([OH:64])([CH3:63])([CH3:62])[CH3:61]. Product: [C:2]([C:4]1[CH:5]=[C:6]([C:14]2[O:18][N:17]=[C:16]([C:19]3[CH:35]=[CH:34][C:22]4[CH2:23][CH2:24][N:25]([CH2:28][CH2:29][CH2:30][NH:55][C:58](=[O:43])[O:64][C:60]([CH3:63])([CH3:62])[CH3:61])[CH2:26][CH2:27][C:21]=4[CH:20]=3)[N:15]=2)[CH:7]=[CH:8][C:9]=1[O:10][CH:11]([CH3:12])[CH3:13])#[N:3]. The catalyst class is: 11. (2) Reactant: [Br:1][CH2:2][CH:3]1[CH2:8][CH2:7][CH:6]([CH:9]=[C:10](Br)Br)[CH2:5][CH2:4]1.Cl. Product: [Br:1][CH2:2][CH:3]1[CH2:8][CH2:7][CH:6]([C:9]#[CH:10])[CH2:5][CH2:4]1. The catalyst class is: 7. (3) Reactant: [N:1]1[CH:6]=[CH:5][CH:4]=[CH:3][C:2]=1[C:7]1[C:8]([C:15]2[C:24]3[C:19](=[CH:20][C:21]([S:25][CH2:26][CH2:27][CH2:28]O)=[CH:22][CH:23]=3)[N:18]=[CH:17][CH:16]=2)=[C:9]2[CH2:14][CH2:13][CH2:12][N:10]2[N:11]=1.C1(C)C(S([Cl:39])(=O)=O)=CC=CC=1.C(=O)(O)[O-].[Na+]. Product: [Cl:39][CH2:28][CH2:27][CH2:26][S:25][C:21]1[CH:20]=[C:19]2[C:24]([C:15]([C:8]3[C:7]([C:2]4[CH:3]=[CH:4][CH:5]=[CH:6][N:1]=4)=[N:11][N:10]4[CH2:12][CH2:13][CH2:14][C:9]=34)=[CH:16][CH:17]=[N:18]2)=[CH:23][CH:22]=1. The catalyst class is: 17. (4) Reactant: [Br:1][C:2]1[CH:3]=[CH:4][C:5]([C:8]([OH:10])=[O:9])=[N:6][CH:7]=1.OS(O)(=O)=O.[CH3:16]O. Product: [CH3:16][O:9][C:8]([C:5]1[CH:4]=[CH:3][C:2]([Br:1])=[CH:7][N:6]=1)=[O:10]. The catalyst class is: 2. (5) Product: [CH3:1][C:2]1[CH:3]=[CH:4][C:5]([S:9][C:10]2[CH:11]=[CH:12][CH:13]=[CH:14][C:15]=2[N:16]2[CH2:17][CH2:18][NH:19][CH2:20][CH2:21]2)=[C:6]([CH3:8])[CH:7]=1.[OH:22][C:23]1[C:24]([C:33]([O-:35])=[O:34])=[CH:25][C:26]2[C:31]([CH:32]=1)=[CH:30][CH:29]=[CH:28][CH:27]=2. Reactant: [CH3:1][C:2]1[CH:3]=[CH:4][C:5]([S:9][C:10]2[CH:11]=[CH:12][CH:13]=[CH:14][C:15]=2[N:16]2[CH2:21][CH2:20][NH:19][CH2:18][CH2:17]2)=[C:6]([CH3:8])[CH:7]=1.[OH:22][C:23]1[C:24]([C:33]([OH:35])=[O:34])=[CH:25][C:26]2[C:31]([CH:32]=1)=[CH:30][CH:29]=[CH:28][CH:27]=2. The catalyst class is: 480. (6) Reactant: [Cl:1][C:2]1[CH:3]=[C:4]([O:9][S:10]([C:13]2[C:22]3[CH2:21][CH2:20][CH:19]([NH:23][C:24](=O)[C:25](F)(F)F)[CH2:18][C:17]=3[C:16]([O:30][CH3:31])=[CH:15][CH:14]=2)(=[O:12])=[O:11])[CH:5]=[CH:6][C:7]=1[Cl:8].[Li+].[OH-].O.Br[CH2:36][CH2:37]CCBr. Product: [Cl:1][C:2]1[CH:3]=[C:4]([O:9][S:10]([C:13]2[C:22]3[CH2:21][CH2:20][CH:19]([N:23]4[CH2:37][CH2:36][CH2:25][CH2:24]4)[CH2:18][C:17]=3[C:16]([O:30][CH3:31])=[CH:15][CH:14]=2)(=[O:11])=[O:12])[CH:5]=[CH:6][C:7]=1[Cl:8]. The catalyst class is: 10. (7) Reactant: [I:1][C:2]1[C:10]2[C:5](=[N:6][CH:7]=[N:8][C:9]=2[NH2:11])[NH:4][N:3]=1.CS(O[C@H:17]1[CH2:21][CH2:20][N:19]([C:22]([O:24][C:25]([CH3:28])([CH3:27])[CH3:26])=[O:23])[CH2:18]1)(=O)=O.C(=O)([O-])[O-].[K+].[K+].O. Product: [NH2:11][C:9]1[N:8]=[CH:7][N:6]=[C:5]2[N:4]([C@@H:21]3[CH2:17][CH2:18][N:19]([C:22]([O:24][C:25]([CH3:28])([CH3:27])[CH3:26])=[O:23])[CH2:20]3)[N:3]=[C:2]([I:1])[C:10]=12. The catalyst class is: 44. (8) Reactant: [NH:1]1[CH2:4][CH:3]([O:5][C:6]2[CH:11]=[CH:10][C:9]([C:12]3[NH:21][C:20](=[O:22])[C:19]4[C:14](=[CH:15][C:16]([O:25][CH3:26])=[CH:17][C:18]=4[O:23][CH3:24])[N:13]=3)=[CH:8][C:7]=2[C:27]2[CH:32]=[CH:31][C:30]([C:33]#[N:34])=[CH:29][CH:28]=2)[CH2:2]1.C=O.O.[C:38]([O-])(=O)C.[Na+].C(O)(=O)C.C(O[BH-](OC(=O)C)OC(=O)C)(=O)C.[Na+]. Product: [CH3:24][O:23][C:18]1[CH:17]=[C:16]([O:25][CH3:26])[CH:15]=[C:14]2[C:19]=1[C:20](=[O:22])[NH:21][C:12]([C:9]1[CH:10]=[CH:11][C:6]([O:5][CH:3]3[CH2:2][N:1]([CH3:38])[CH2:4]3)=[C:7]([C:27]3[CH:28]=[CH:29][C:30]([C:33]#[N:34])=[CH:31][CH:32]=3)[CH:8]=1)=[N:13]2. The catalyst class is: 525.